Dataset: CYP2C19 inhibition data for predicting drug metabolism from PubChem BioAssay. Task: Regression/Classification. Given a drug SMILES string, predict its absorption, distribution, metabolism, or excretion properties. Task type varies by dataset: regression for continuous measurements (e.g., permeability, clearance, half-life) or binary classification for categorical outcomes (e.g., BBB penetration, CYP inhibition). Dataset: cyp2c19_veith. (1) The molecule is CCC(=O)O[C@@H]1CC(=O)O[C@H](C)C/C=C\C=C/[C@H](O)[C@H](C)C[C@H](CC=O)[C@@H](O[C@H]2O[C@@H](C)[C@@H](O[C@@H]3C[C@](C)(O)[C@H](OC(=O)CC)[C@H](C)O3)[C@@H](N(C)C)[C@@H]2O)[C@@H]1OC. The result is 0 (non-inhibitor). (2) The compound is N#C/C(=C/c1ccc(N2CCCC2)c([N+](=O)[O-])c1)c1nc2ccccc2[nH]1. The result is 1 (inhibitor). (3) The drug is COc1cc(OC)c2c(c1Cl)O[C@]1(C2=O)[C@@H](OC)CC(=O)C[C@H]1C. The result is 0 (non-inhibitor). (4) The drug is CN1CCN(c2nc(-c3ccccc3C(F)(F)F)nc3ccccc23)CC1. The result is 0 (non-inhibitor). (5) The molecule is CN[C@@H]1[C@H](O)[C@H](O)[C@H](CO)O[C@@H]1O[C@@H]1[C@H](O[C@@H]2[C@@H](O)[C@@H](O)[C@@H](N=C(N)N)[C@@H](O)[C@@H]2N=C(N)N)O[C@H](C)[C@@]1(O)C=O. The result is 0 (non-inhibitor).